From a dataset of Reaction yield outcomes from USPTO patents with 853,638 reactions. Predict the reaction yield, written as a fraction of the theoretical maximum amount of product (1.0 means a 100% yield; for example, 0.34 means a 34% yield). (1) The reactants are [CH:1]1([CH2:6][CH:7]([N:11]2[C:16](=[O:17])[CH:15]=[C:14]([CH2:18][C:19]3[CH:24]=[CH:23][CH:22]=[CH:21][C:20]=3[C:25]([F:28])([F:27])[F:26])[CH:13]=[N:12]2)[C:8](O)=[O:9])[CH2:5][CH2:4][CH2:3][CH2:2]1.[NH2:29][C:30]1[CH:34]=[CH:33][N:32]([CH2:35][C:36]([CH3:39])([OH:38])[CH3:37])[N:31]=1. No catalyst specified. The product is [CH:1]1([CH2:6][CH:7]([N:11]2[C:16](=[O:17])[CH:15]=[C:14]([CH2:18][C:19]3[CH:24]=[CH:23][CH:22]=[CH:21][C:20]=3[C:25]([F:27])([F:26])[F:28])[CH:13]=[N:12]2)[C:8]([NH:29][C:30]2[CH:34]=[CH:33][N:32]([CH2:35][C:36]([OH:38])([CH3:37])[CH3:39])[N:31]=2)=[O:9])[CH2:2][CH2:3][CH2:4][CH2:5]1. The yield is 0.610. (2) The reactants are I[C:2]1[CH:3]=[C:4]([CH:7]=[O:8])[NH:5][CH:6]=1.[Br:9][C:10]1[CH:15]=[CH:14][CH:13]=[C:12]([C:16]#[CH:17])[CH:11]=1.C(N(CC)CC)C.CCCCCC. The catalyst is CN(C=O)C.O.[Cu](I)I.C(OCC)(=O)C. The product is [Br:9][C:10]1[CH:11]=[C:12]([C:16]#[C:17][C:2]2[CH:3]=[C:4]([CH:7]=[O:8])[NH:5][CH:6]=2)[CH:13]=[CH:14][CH:15]=1. The yield is 0.930.